This data is from Reaction yield outcomes from USPTO patents with 853,638 reactions. The task is: Predict the reaction yield, written as a fraction of the theoretical maximum amount of product (1.0 means a 100% yield; for example, 0.34 means a 34% yield). (1) The reactants are [Si]([O:8][CH2:9][C:10]1([CH3:37])[S:16][CH2:15][CH2:14][N:13]2[C:17]([C:20]3([C:23]4[CH:28]=[CH:27][C:26]([C:29]5[CH:36]=[CH:35][C:32]([C:33]#[N:34])=[CH:31][N:30]=5)=[CH:25][CH:24]=4)[CH2:22][CH2:21]3)=[N:18][N:19]=[C:12]2[CH2:11]1)(C(C)(C)C)(C)C.[F-].C([N+](CCCC)(CCCC)CCCC)CCC.C(=O)([O-])O.[Na+]. The catalyst is O1CCCC1. The product is [OH:8][CH2:9][C:10]1([CH3:37])[S:16][CH2:15][CH2:14][N:13]2[C:17]([C:20]3([C:23]4[CH:28]=[CH:27][C:26]([C:29]5[CH:36]=[CH:35][C:32]([C:33]#[N:34])=[CH:31][N:30]=5)=[CH:25][CH:24]=4)[CH2:22][CH2:21]3)=[N:18][N:19]=[C:12]2[CH2:11]1. The yield is 0.870. (2) The yield is 0.980. The reactants are O1CCOCC1.O.[Cl:8][C:9]1[CH:10]=[C:11]([C:17]2([C:36]([F:39])([F:38])[F:37])[O:21][N:20]=[C:19]([C:22]3[C:31]4[C:26](=[CH:27][CH:28]=[CH:29][CH:30]=4)[C:25]([C:32]([O:34]C)=[O:33])=[CH:24][CH:23]=3)[CH2:18]2)[CH:12]=[C:13]([Cl:16])[C:14]=1[F:15].[Li]. The catalyst is CCCCCCC.CCOC(C)=O. The product is [Cl:8][C:9]1[CH:10]=[C:11]([C:17]2([C:36]([F:37])([F:39])[F:38])[O:21][N:20]=[C:19]([C:22]3[C:31]4[C:26](=[CH:27][CH:28]=[CH:29][CH:30]=4)[C:25]([C:32]([OH:34])=[O:33])=[CH:24][CH:23]=3)[CH2:18]2)[CH:12]=[C:13]([Cl:16])[C:14]=1[F:15]. (3) The product is [Cl:1][C:2]1[C:7]([CH2:8][C:9]2[NH:36][N:35]=[N:34][N:10]=2)=[C:6]([N:11]([CH3:13])[CH3:12])[N:5]=[C:4]([CH2:14][C:15]2[CH:20]=[CH:19][C:18]([NH:21][C:22]([C:24]3[CH:33]=[CH:32][C:31]4[C:26](=[CH:27][CH:28]=[CH:29][CH:30]=4)[CH:25]=3)=[O:23])=[CH:17][CH:16]=2)[N:3]=1. The yield is 0.310. The reactants are [Cl:1][C:2]1[C:7]([CH2:8][C:9]#[N:10])=[C:6]([N:11]([CH3:13])[CH3:12])[N:5]=[C:4]([CH2:14][C:15]2[CH:20]=[CH:19][C:18]([NH:21][C:22]([C:24]3[CH:33]=[CH:32][C:31]4[C:26](=[CH:27][CH:28]=[CH:29][CH:30]=4)[CH:25]=3)=[O:23])=[CH:17][CH:16]=2)[N:3]=1.[N-:34]=[N+:35]=[N-:36].[Na+].CC(O)C. The catalyst is [Br-].[Br-].[Zn+2].O.CCOC(C)=O.O1CCOCC1. (4) The reactants are [N:1]1([C:6]2[CH:7]=[C:8]([C:12]([C:17]3[NH:25][C:20]4=[N:21][CH:22]=[CH:23][CH:24]=[C:19]4[CH:18]=3)=[CH:13][CH:14]([CH3:16])[CH3:15])[CH:9]=[CH:10][CH:11]=2)[CH:5]=[CH:4][CH:3]=[N:2]1. The catalyst is O1CCCC1.CO.[Pd]. The product is [N:1]1([C:6]2[CH:7]=[C:8]([CH:12]([C:17]3[NH:25][C:20]4=[N:21][CH:22]=[CH:23][CH:24]=[C:19]4[CH:18]=3)[CH2:13][CH:14]([CH3:16])[CH3:15])[CH:9]=[CH:10][CH:11]=2)[CH:5]=[CH:4][CH:3]=[N:2]1. The yield is 0.718. (5) The reactants are C(O[CH:4]=[C:5]([C:11]([O:13]CC)=O)[C:6]([O:8][CH2:9][CH3:10])=[O:7])C.[CH3:16][C:17]1[CH:18]=[CH:19][C:20]([NH2:23])=[N:21][CH:22]=1.C1CCN2C(=NCCC2)CC1.C(#N)C. The catalyst is ClCCl.O. The product is [CH3:16][C:17]1[CH:18]=[CH:19][C:20]2[N:21]([CH:22]=1)[C:11](=[O:13])[C:5]([C:6]([O:8][CH2:9][CH3:10])=[O:7])=[CH:4][N:23]=2. The yield is 0.580. (6) The reactants are [C:9](O[C:9]([O:11][C:12]([CH3:15])([CH3:14])[CH3:13])=[O:10])([O:11][C:12]([CH3:15])([CH3:14])[CH3:13])=[O:10].[Cl:16][C:17]1[CH:18]=[CH:19][C:20]2[CH2:21][NH:22][CH2:23][C@@H:24]([C:28]3[CH:33]=[CH:32][CH:31]=[CH:30][CH:29]=3)[O:25][C:26]=2[N:27]=1. The catalyst is C(Cl)Cl. The product is [Cl:16][C:17]1[CH:18]=[CH:19][C:20]2[CH2:21][N:22]([C:9]([O:11][C:12]([CH3:13])([CH3:14])[CH3:15])=[O:10])[CH2:23][C@@H:24]([C:28]3[CH:33]=[CH:32][CH:31]=[CH:30][CH:29]=3)[O:25][C:26]=2[N:27]=1. The yield is 1.13.